Dataset: Catalyst prediction with 721,799 reactions and 888 catalyst types from USPTO. Task: Predict which catalyst facilitates the given reaction. (1) Reactant: [N+:1]([C:4]1[CH:9]=[CH:8][CH:7]=[CH:6][C:5]=1[S:10](Cl)(=[O:12])=[O:11])([O-:3])=[O:2].[Cl:14][C:15]1[CH:24]=[CH:23][C:22]2[C:17](=[C:18]([NH2:25])[CH:19]=[CH:20][CH:21]=2)[N:16]=1.N1C=CC=CC=1. Product: [Cl:14][C:15]1[CH:24]=[CH:23][C:22]2[C:17](=[C:18]([NH:25][S:10]([C:5]3[CH:6]=[CH:7][CH:8]=[CH:9][C:4]=3[N+:1]([O-:3])=[O:2])(=[O:12])=[O:11])[CH:19]=[CH:20][CH:21]=2)[N:16]=1. The catalyst class is: 79. (2) Product: [F:31][C:22]1[CH:23]=[C:24]([C:27]([F:28])([F:29])[F:30])[CH:25]=[CH:26][C:21]=1[O:1][C:2]1[CH:12]=[CH:11][CH:10]=[C:9]([CH3:13])[C:3]=1[C:4]([O:6][CH2:7][CH3:8])=[O:5]. The catalyst class is: 3. Reactant: [OH:1][C:2]1[CH:12]=[CH:11][CH:10]=[C:9]([CH3:13])[C:3]=1[C:4]([O:6][CH2:7][CH3:8])=[O:5].C(=O)([O-])[O-].[K+].[K+].F[C:21]1[CH:26]=[CH:25][C:24]([C:27]([F:30])([F:29])[F:28])=[CH:23][C:22]=1[F:31]. (3) Reactant: Cl.Cl.[F:3][C:4]([F:13])([F:12])[CH2:5][N:6]1[CH2:11][CH2:10][NH:9][CH2:8][CH2:7]1.C(N(CC)CC)C.[Cl:21][CH2:22][C:23](Cl)=[O:24]. Product: [Cl:21][CH2:22][C:23]([N:9]1[CH2:8][CH2:7][N:6]([CH2:5][C:4]([F:3])([F:12])[F:13])[CH2:11][CH2:10]1)=[O:24]. The catalyst class is: 4. (4) Reactant: [NH2:1][C:2]1[N:10]=[CH:9][CH:8]=[CH:7][C:3]=1[C:4]([OH:6])=O.ON1C2C=CC=CC=2N=N1.CCN=C=NCCCN(C)C.[Cl:32][C:33]1[CH:34]=[C:35]([CH:45]=[CH:46][C:47]=1[F:48])[O:36][C:37]1[CH:44]=[CH:43][C:40]([CH2:41][NH2:42])=[CH:39][CH:38]=1.C(=O)(O)[O-].[Na+]. Product: [Cl:32][C:33]1[CH:34]=[C:35]([CH:45]=[CH:46][C:47]=1[F:48])[O:36][C:37]1[CH:38]=[CH:39][C:40]([CH2:41][NH:42][C:4](=[O:6])[C:3]2[CH:7]=[CH:8][CH:9]=[N:10][C:2]=2[NH2:1])=[CH:43][CH:44]=1. The catalyst class is: 3. (5) Reactant: [C:1]([C:4]1[CH:5]=[C:6]([C:20]2[CH:25]=[CH:24][C:23]([O:26][CH3:27])=[C:22]([F:28])[CH:21]=2)[CH:7]=[C:8]2[C:16]=1[NH:15][C:14]1[CH:13]=[C:12]([C:17]([O-])=[O:18])[CH:11]=[CH:10][C:9]2=1)(=[O:3])[NH2:2].CN(C(ON1N=NC2[CH:40]=[CH:41][CH:42]=[N:43][C:38]1=2)=[N+](C)C)C.F[P-](F)(F)(F)(F)F.CCN(C(C)C)C(C)C.N1CCCC1. Product: [F:28][C:22]1[CH:21]=[C:20]([C:6]2[CH:5]=[C:4]([C:1]([NH2:2])=[O:3])[C:16]3[NH:15][C:14]4[C:9]([C:8]=3[CH:7]=2)=[CH:10][CH:11]=[C:12]([C:17]([N:43]2[CH2:42][CH2:41][CH2:40][CH2:38]2)=[O:18])[CH:13]=4)[CH:25]=[CH:24][C:23]=1[O:26][CH3:27]. The catalyst class is: 3. (6) The catalyst class is: 1. Product: [N+:15]([C:18]1[CH:19]=[CH:20][C:21]([S:24]([O:6][CH2:5][CH:3]2[CH2:4][C:2]2([F:7])[F:1])(=[O:26])=[O:25])=[CH:22][CH:23]=1)([O-:17])=[O:16]. Reactant: [F:1][C:2]1([F:7])[CH2:4][CH:3]1[CH2:5][OH:6].C(N(CC)CC)C.[N+:15]([C:18]1[CH:23]=[CH:22][C:21]([S:24](Cl)(=[O:26])=[O:25])=[CH:20][CH:19]=1)([O-:17])=[O:16].C(=O)([O-])O.[Na+]. (7) Reactant: [Cl:1][C:2]1[CH:3]=[C:4]([CH:9]2[C:18]3[C:13](=[CH:14][CH:15]=[CH:16][CH:17]=3)[C:12](=[O:19])[CH2:11][CH2:10]2)[CH:5]=[CH:6][C:7]=1[Cl:8].FC(F)(F)S(O)(=O)=O.[N+:28]([O-])([O-:30])=[O:29].[K+].N. Product: [Cl:1][C:2]1[CH:3]=[C:4]([CH:9]2[C:18]3[C:13](=[CH:14][C:15]([N+:28]([O-:30])=[O:29])=[CH:16][CH:17]=3)[C:12](=[O:19])[CH2:11][CH2:10]2)[CH:5]=[CH:6][C:7]=1[Cl:8]. The catalyst class is: 67. (8) Reactant: [C:1]1([NH:7][C:8]2[CH:13]=[CH:12][CH:11]=[CH:10][CH:9]=2)[CH:6]=[CH:5][CH:4]=[CH:3][CH:2]=1.F[C:15]1[CH:23]=[CH:22][CH:21]=[CH:20][C:16]=1[C:17]([OH:19])=[O:18].[NH2-].[Li+]. Product: [C:8]1([N:7]([C:1]2[CH:2]=[CH:3][CH:4]=[CH:5][CH:6]=2)[C:15]2[CH:23]=[CH:22][CH:21]=[CH:20][C:16]=2[C:17]([OH:19])=[O:18])[CH:9]=[CH:10][CH:11]=[CH:12][CH:13]=1. The catalyst class is: 1.